From a dataset of Catalyst prediction with 721,799 reactions and 888 catalyst types from USPTO. Predict which catalyst facilitates the given reaction. (1) Reactant: C(OC(=O)[NH:7][C@H:8]1[CH2:12][CH2:11][C@@H:10]([OH:13])[CH2:9]1)(C)(C)C.[F:15][C:16]([F:21])([F:20])[C:17]([OH:19])=[O:18]. Product: [F:15][C:16]([F:21])([F:20])[C:17]([OH:19])=[O:18].[NH2:7][C@@H:8]1[CH2:12][CH2:11][C@H:10]([OH:13])[CH2:9]1. The catalyst class is: 4. (2) Reactant: [CH:1]([C:3]1[C:4]([C:27]([F:30])([F:29])[F:28])=[N:5][N:6]([CH2:8][C:9]([NH:11][C:12]2[S:16][C:15]3[CH2:17][CH2:18][CH2:19][CH2:20][C:14]=3[C:13]=2[C:21]([NH:23][CH2:24][CH2:25][OH:26])=[O:22])=[O:10])[CH:7]=1)=O.[CH3:31][NH2:32].C(O)(=O)C.[H][H]. Product: [OH:26][CH2:25][CH2:24][NH:23][C:21]([C:13]1[C:14]2[CH2:20][CH2:19][CH2:18][CH2:17][C:15]=2[S:16][C:12]=1[NH:11][C:9](=[O:10])[CH2:8][N:6]1[CH:7]=[C:3]([CH2:1][NH:32][CH3:31])[C:4]([C:27]([F:28])([F:29])[F:30])=[N:5]1)=[O:22]. The catalyst class is: 707. (3) Reactant: C([NH:4][CH2:5][CH2:6][C:7]1[CH:49]=[CH:48][CH:47]=[CH:46][C:8]=1[O:9][CH2:10][CH2:11][O:12][CH:13]1[CH:18]([C:19]2[CH:24]=[CH:23][C:22]([O:25][CH2:26][CH2:27][CH2:28][O:29][CH2:30][C:31]3[CH:36]=[CH:35][CH:34]=[CH:33][C:32]=3[O:37][CH3:38])=[CH:21][CH:20]=2)[CH2:17][CH2:16][N:15]([C:39]([O:41][C:42]([CH3:45])([CH3:44])[CH3:43])=[O:40])[CH2:14]1)(=O)C.[H-].[Na+].CI. Product: [C:8]([CH2:46][NH:4][CH2:5][CH2:6][C:7]1[CH:49]=[CH:48][CH:47]=[CH:46][C:8]=1[O:9][CH2:10][CH2:11][O:12][CH:13]1[CH:18]([C:19]2[CH:20]=[CH:21][C:22]([O:25][CH2:26][CH2:27][CH2:28][O:29][CH2:30][C:31]3[CH:36]=[CH:35][CH:34]=[CH:33][C:32]=3[O:37][CH3:38])=[CH:23][CH:24]=2)[CH2:17][CH2:16][N:15]([C:39]([O:41][C:42]([CH3:45])([CH3:44])[CH3:43])=[O:40])[CH2:14]1)(=[O:9])[CH3:7]. The catalyst class is: 9. (4) Reactant: [Cl:1][C:2]1[C:7]([C:8]#[N:9])=[C:6](Cl)[N:5]=[C:4]([S:11][CH3:12])[N:3]=1.[CH2:13]([Mg]Br)[CH3:14].CCOCC. Product: [Cl:1][C:2]1[C:7]([C:8]#[N:9])=[C:6]([CH2:13][CH3:14])[N:5]=[C:4]([S:11][CH3:12])[N:3]=1. The catalyst class is: 7. (5) The catalyst class is: 6. Product: [Br:28][C:9]1[CH:10]=[N:11][C:12]2[C:17]([CH:18]=1)=[C:16]([O:19][CH3:20])[CH:15]=[CH:14][CH:13]=2. Reactant: C(OC(N[C:9]1[CH:10]=[N:11][C:12]2[C:17]([CH:18]=1)=[C:16]([O:19][CH3:20])[CH:15]=[CH:14][CH:13]=2)=O)(C)(C)C.N([O-])=O.[Na+].C(Cl)Cl.[BrH:28]. (6) Reactant: C[O:2][C:3](=[O:40])[CH2:4][CH2:5][C:6]12[N:34]=[C:24]([C:25]([CH3:33])=[C:26]1[CH2:27][CH2:28][C:29]([O:31]C)=[O:30])[CH:23]=[C:22]1[NH:35][C:19]([CH:20]=[CH:21]1)=[CH:18][C:17]1=[N:36][C:14]([CH:15]=[CH:16]1)=[CH:13][C:11]1([CH3:37])[NH:12][C:8]([C:9]([CH3:38])=[CH:10]1)=[C:7]2[CH3:39].[CH3:41][C:42]1[C:64]2[NH:65][C:44](=[CH:45][C:46]3[NH:50][C:49]([CH:51]=[C:52]4[N:56]=[C:55]([CH:57]=[C:58]5[N:62]=[C:61]([CH:63]=2)[C:60]([CH3:66])=[C:59]5[CH2:67][CH2:68][C:69]([O:71]C)=[O:70])[C:54]([CH2:73][CH2:74][C:75]([O:77]C)=[O:76])=[C:53]4[CH3:79])=[CH:48][C:47]=3[CH3:80])[CH:43]=1.[OH-].[K+]. Product: [CH3:37][C:11]12[CH:13]=[C:14]3[N:36]=[C:17]([CH:16]=[CH:15]3)[CH:18]=[C:19]3[NH:35][C:22]([CH:21]=[CH:20]3)=[CH:23][C:24]3=[N:34][C:6]([CH2:5][CH2:4][C:3]([OH:40])=[O:2])([C:26]([CH2:27][CH2:28][C:29]([OH:31])=[O:30])=[C:25]3[CH3:33])[C:7]([CH3:39])=[C:8]([NH:12]1)[C:9]([CH3:38])=[CH:10]2.[CH3:41][C:42]1[C:64]2[NH:65][C:44](=[CH:45][C:46]3[NH:50][C:49]([CH:51]=[C:52]4[N:56]=[C:55]([CH:57]=[C:58]5[N:62]=[C:61]([CH:63]=2)[C:60]([CH3:66])=[C:59]5[CH2:67][CH2:68][C:69]([OH:71])=[O:70])[C:54]([CH2:73][CH2:74][C:75]([OH:77])=[O:76])=[C:53]4[CH3:79])=[CH:48][C:47]=3[CH3:80])[CH:43]=1. The catalyst class is: 72. (7) Reactant: [OH:1][C:2]1[CH:3]=[C:4]2[C:11](=[C:12]([CH3:15])[C:13]=1[CH3:14])[O:10][CH2:9][C:6]1([CH2:8][CH2:7]1)[C:5]2=[O:16].[BH4-].[Na+]. Product: [CH3:14][C:13]1[C:12]([CH3:15])=[C:11]2[C:4]([CH:5]([OH:16])[C:6]3([CH2:9][O:10]2)[CH2:8][CH2:7]3)=[CH:3][C:2]=1[OH:1]. The catalyst class is: 5. (8) The catalyst class is: 3. Reactant: [NH2:1][C:2]1[CH:3]=[C:4]2[C:9](=[CH:10][C:11]=1[O:12][CH2:13][C:14]1[CH:19]=[CH:18][CH:17]=[CH:16][CH:15]=1)[O:8][C:7](=[O:20])[C:6]([O:21][CH3:22])=[CH:5]2.C([O-])([O-])=O.[K+].[K+].Br[CH2:30][C:31]([O:33][CH3:34])=[O:32].O. Product: [CH3:34][O:33][C:31](=[O:32])[CH2:30][NH:1][C:2]1[CH:3]=[C:4]2[C:9](=[CH:10][C:11]=1[O:12][CH2:13][C:14]1[CH:19]=[CH:18][CH:17]=[CH:16][CH:15]=1)[O:8][C:7](=[O:20])[C:6]([O:21][CH3:22])=[CH:5]2. (9) Reactant: [H-].[Na+].[NH2:3][C:4]1[S:5][C:6]([CH3:11])=[CH:7][C:8]=1[C:9]#[N:10].[F:12][C:13]1[CH:18]=[C:17]([N+:19]([O-:21])=[O:20])[C:16](F)=[CH:15][C:14]=1[F:23].Cl. Product: [F:12][C:13]1[C:14]([F:23])=[CH:15][C:16]([NH:3][C:4]2[S:5][C:6]([CH3:11])=[CH:7][C:8]=2[C:9]#[N:10])=[C:17]([N+:19]([O-:21])=[O:20])[CH:18]=1. The catalyst class is: 1. (10) Reactant: [H-].[Na+].[F:3][C:4]1[CH:5]=[C:6]2[C:11](=[CH:12][CH:13]=1)[N:10]=[CH:9][CH:8]=[C:7]2[C:14]1[C:22]2[C:17](=[CH:18][CH:19]=[CH:20][C:21]=2[C:23]([F:26])([F:25])[F:24])[NH:16][N:15]=1.Br[CH2:28][C:29]([O:31][CH2:32][CH3:33])=[O:30]. Product: [F:3][C:4]1[CH:5]=[C:6]2[C:11](=[CH:12][CH:13]=1)[N:10]=[CH:9][CH:8]=[C:7]2[C:14]1[C:22]2[C:17](=[CH:18][CH:19]=[CH:20][C:21]=2[C:23]([F:26])([F:24])[F:25])[N:16]([CH2:28][C:29]([O:31][CH2:32][CH3:33])=[O:30])[N:15]=1. The catalyst class is: 1.